From a dataset of Catalyst prediction with 721,799 reactions and 888 catalyst types from USPTO. Predict which catalyst facilitates the given reaction. Reactant: [Cl:1][C:2]1[C:7]([N+:8]([O-:10])=[O:9])=[C:6](Cl)[C:5]([CH3:12])=[C:4]([CH3:13])[N:3]=1.[NH2:14][CH2:15][C:16]1([OH:22])[CH2:21][CH2:20][O:19][CH2:18][CH2:17]1.C(N(CC)CC)C. Product: [Cl:1][C:2]1[C:7]([N+:8]([O-:10])=[O:9])=[C:6]([NH:14][CH2:15][C:16]2([OH:22])[CH2:21][CH2:20][O:19][CH2:18][CH2:17]2)[C:5]([CH3:12])=[C:4]([CH3:13])[N:3]=1. The catalyst class is: 3.